Dataset: Peptide-MHC class II binding affinity with 134,281 pairs from IEDB. Task: Regression. Given a peptide amino acid sequence and an MHC pseudo amino acid sequence, predict their binding affinity value. This is MHC class II binding data. (1) The peptide sequence is YIKFLANVSTVLTGK. The binding affinity (normalized) is 0.751. The MHC is DRB1_1001 with pseudo-sequence DRB1_1001. (2) The MHC is DRB1_0801 with pseudo-sequence DRB1_0801. The binding affinity (normalized) is 0. The peptide sequence is IDGNCDGRGKSTRST. (3) The peptide sequence is DGSRGYRIQRLIEEL. The MHC is DRB1_0101 with pseudo-sequence DRB1_0101. The binding affinity (normalized) is 0.443. (4) The peptide sequence is ATPPGTSDEFPHSNG. The MHC is DRB1_1301 with pseudo-sequence DRB1_1301. The binding affinity (normalized) is 0. (5) The peptide sequence is SRTIYRGVSPSTTRLES. The MHC is DRB1_0101 with pseudo-sequence DRB1_0101. The binding affinity (normalized) is 0.814. (6) The peptide sequence is RVWITNNPHMQDKTM. The MHC is HLA-DQA10303-DQB10402 with pseudo-sequence HLA-DQA10303-DQB10402. The binding affinity (normalized) is 0.175. (7) The peptide sequence is AFKVRATAANAAPAN. The MHC is HLA-DPA10103-DPB10301 with pseudo-sequence HLA-DPA10103-DPB10301. The binding affinity (normalized) is 0.586. (8) The peptide sequence is PRTLNGPGPGSPAIF. The MHC is DRB1_1201 with pseudo-sequence DRB1_1201. The binding affinity (normalized) is 0. (9) The peptide sequence is EISTNIRQAGVQYSR. The MHC is DRB5_0101 with pseudo-sequence DRB5_0101. The binding affinity (normalized) is 0.241. (10) The peptide sequence is VSTFSSGLVWGQKYF. The MHC is HLA-DPA10201-DPB10101 with pseudo-sequence HLA-DPA10201-DPB10101. The binding affinity (normalized) is 0.533.